Task: Predict the reaction yield, written as a fraction of the theoretical maximum amount of product (1.0 means a 100% yield; for example, 0.34 means a 34% yield).. Dataset: Reaction yield outcomes from USPTO patents with 853,638 reactions (1) The reactants are Cl.[CH2:2]([C:4]1[S:24][C:7]2[N:8]=[C:9]([S:18][CH2:19][C:20]([O:22][CH3:23])=[O:21])[N:10]=[C:11]([N:12]3[CH2:17][CH2:16][NH:15][CH2:14][CH2:13]3)[C:6]=2[CH:5]=1)[CH3:3].C(N(C(C)C)CC)(C)C.[F:34][C:35]1[CH:43]=[CH:42][C:41]([F:44])=[CH:40][C:36]=1[C:37](Cl)=[O:38]. The catalyst is CN(C=O)C. The product is [F:34][C:35]1[CH:43]=[CH:42][C:41]([F:44])=[CH:40][C:36]=1[C:37]([N:15]1[CH2:16][CH2:17][N:12]([C:11]2[C:6]3[CH:5]=[C:4]([CH2:2][CH3:3])[S:24][C:7]=3[N:8]=[C:9]([S:18][CH2:19][C:20]([O:22][CH3:23])=[O:21])[N:10]=2)[CH2:13][CH2:14]1)=[O:38]. The yield is 0.830. (2) The reactants are [CH2:1]([C:5]1[N:9]=[C:8]([CH2:10][CH2:11][CH2:12][NH:13]C(OC(C)(C)C)=O)[N:7]([CH2:21][C:22]2[CH:27]=[CH:26][C:25]([C:28]3[CH:33]=[CH:32][CH:31]=[CH:30][C:29]=3[C:34]3[NH:38][N:37]=[N:36][N:35]=3)=[CH:24][CH:23]=2)[N:6]=1)[CH2:2][CH2:3][CH3:4]. The catalyst is Cl.O1CCOCC1. The product is [CH2:1]([C:5]1[N:9]=[C:8]([CH2:10][CH2:11][CH2:12][NH2:13])[N:7]([CH2:21][C:22]2[CH:27]=[CH:26][C:25]([C:28]3[CH:33]=[CH:32][CH:31]=[CH:30][C:29]=3[C:34]3[NH:38][N:37]=[N:36][N:35]=3)=[CH:24][CH:23]=2)[N:6]=1)[CH2:2][CH2:3][CH3:4]. The yield is 0.980. (3) The reactants are CS(C)=O.[CH3:5][C:6]1[CH:7]=[C:8]([OH:20])[C:9]([C:13]2[S:14][C:15]([CH3:19])=[C:16]([CH3:18])[N:17]=2)=[N:10][C:11]=1[CH3:12].Cl[C:22]1[C:31]2[C:26](=[CH:27][C:28]([O:34][CH3:35])=[C:29]([O:32][CH3:33])[CH:30]=2)[N:25]=[CH:24][CH:23]=1.C(=O)([O-])[O-].[Cs+].[Cs+]. The catalyst is CN(C1C=CN=CC=1)C.O. The product is [CH3:18][C:16]1[N:17]=[C:13]([C:9]2[C:8]([O:20][C:22]3[C:31]4[C:26](=[CH:27][C:28]([O:34][CH3:35])=[C:29]([O:32][CH3:33])[CH:30]=4)[N:25]=[CH:24][CH:23]=3)=[CH:7][C:6]([CH3:5])=[C:11]([CH3:12])[N:10]=2)[S:14][C:15]=1[CH3:19]. The yield is 0.900.